Dataset: Reaction yield outcomes from USPTO patents with 853,638 reactions. Task: Predict the reaction yield, written as a fraction of the theoretical maximum amount of product (1.0 means a 100% yield; for example, 0.34 means a 34% yield). (1) The reactants are [CH:1]1([C:4]2[O:8][N:7]=[C:6]([C:9]([OH:11])=O)[N:5]=2)[CH2:3][CH2:2]1.[F:12][C:13]1[CH:18]=[C:17]([C:19]2[CH:24]=[CH:23][N:22]=[C:21]3[NH:25][C:26]([C:28]4[CH:29]=[N:30][N:31]([CH3:33])[CH:32]=4)=[N:27][C:20]=23)[CH:16]=[CH:15][C:14]=1[CH2:34][NH2:35]. No catalyst specified. The product is [CH:1]1([C:4]2[O:8][N:7]=[C:6]([C:9]([NH:35][CH2:34][C:14]3[CH:15]=[CH:16][C:17]([C:19]4[CH:24]=[CH:23][N:22]=[C:21]5[NH:25][C:26]([C:28]6[CH:29]=[N:30][N:31]([CH3:33])[CH:32]=6)=[N:27][C:20]=45)=[CH:18][C:13]=3[F:12])=[O:11])[N:5]=2)[CH2:2][CH2:3]1. The yield is 0.210. (2) The reactants are [CH3:1][N:2]1[CH:6]=[C:5]([C:7]2[CH:8]=[C:9]([CH:14]=[C:15]([C:17]([F:20])([F:19])[F:18])[CH:16]=2)[C:10]([O:12]C)=[O:11])[CH:4]=[N:3]1.[OH-].[Na+]. The catalyst is CO. The product is [CH3:1][N:2]1[CH:6]=[C:5]([C:7]2[CH:8]=[C:9]([CH:14]=[C:15]([C:17]([F:18])([F:19])[F:20])[CH:16]=2)[C:10]([OH:12])=[O:11])[CH:4]=[N:3]1. The yield is 0.957. (3) The reactants are Cl[C:2]1[C:11]2[C:6](=[C:7]([O:14][CH3:15])[C:8]([O:12][CH3:13])=[CH:9][CH:10]=2)[N:5]=[CH:4][N:3]=1.Cl.[NH2:17][C@H:18]1[CH2:22][O:21][CH2:20][C@H:19]1[OH:23].CCN(C(C)C)C(C)C. The catalyst is C(O)(C)C. The yield is 0.860. The product is [CH3:13][O:12][C:8]1[C:7]([O:14][CH3:15])=[C:6]2[C:11]([C:2]([NH:17][C@H:18]3[CH2:22][O:21][CH2:20][C@H:19]3[OH:23])=[N:3][CH:4]=[N:5]2)=[CH:10][CH:9]=1. (4) The reactants are [OH:1][C:2]1[CH:11]=[C:10]2[C:5]([CH:6]=[CH:7][C:8]([S:12]([OH:15])(=[O:14])=[O:13])=[CH:9]2)=[CH:4][CH:3]=1.[OH:16][S:17](O)(=[O:19])=[O:18]. The catalyst is O. The product is [OH:1][C:2]1[C:3]([S:17]([OH:19])(=[O:18])=[O:16])=[CH:4][C:5]2[C:10]([CH:11]=1)=[CH:9][C:8]([S:12]([OH:15])(=[O:13])=[O:14])=[CH:7][CH:6]=2. The yield is 0.680. (5) The reactants are BrC(=C)C[N:4]1[C:12]2[C:7](=[CH:8][CH:9]=[C:10]([C:13]([O:15][CH3:16])=[O:14])[CH:11]=2)[C:6]([CH:17]2[CH2:22][CH2:21][CH2:20][CH2:19][CH2:18]2)=[C:5]1[C:23]1[CH:28]=[CH:27][CH:26]=[CH:25][C:24]=1[CH:29]=[CH2:30].[O:32]1[CH:36]=[CH:35][C:34](B(O)O)=[CH:33]1.[Li+].[Cl-].C(=O)([O-])[O-].[Na+].[Na+]. The catalyst is C(O)C.C1(C)C=CC=CC=1.C1C=CC([P]([Pd]([P](C2C=CC=CC=2)(C2C=CC=CC=2)C2C=CC=CC=2)([P](C2C=CC=CC=2)(C2C=CC=CC=2)C2C=CC=CC=2)[P](C2C=CC=CC=2)(C2C=CC=CC=2)C2C=CC=CC=2)(C2C=CC=CC=2)C2C=CC=CC=2)=CC=1. The product is [CH:17]1([C:6]2[C:7]3[C:12](=[CH:11][C:10]([C:13]([O:15][CH3:16])=[O:14])=[CH:9][CH:8]=3)[N:4]([C:34]3[CH:35]=[CH:36][O:32][CH:33]=3)[C:5]=2[C:23]2[CH:28]=[CH:27][CH:26]=[CH:25][C:24]=2[CH:29]=[CH2:30])[CH2:22][CH2:21][CH2:20][CH2:19][CH2:18]1. The yield is 0.370. (6) The reactants are F[C:2]1[CH:9]=[CH:8][C:5]([C:6]#[N:7])=[CH:4][C:3]=1[C:10]([F:13])([F:12])[F:11].[CH3:14][O:15][CH:16]([O:25][CH3:26])[C:17]1[C:21]2[CH2:22][CH2:23][CH2:24][C:20]=2[NH:19][N:18]=1.[H-].[Na+]. The catalyst is CN(C)C=O. The product is [CH3:14][O:15][CH:16]([O:25][CH3:26])[C:17]1[C:21]2[CH2:22][CH2:23][CH2:24][C:20]=2[N:19]([C:2]2[CH:9]=[CH:8][C:5]([C:6]#[N:7])=[CH:4][C:3]=2[C:10]([F:13])([F:12])[F:11])[N:18]=1. The yield is 0.540. (7) The reactants are [CH:1]([C:3]1[C:4]([N:28]2[CH:40]=[CH:39][N:31]3[C:32]4[CH2:33][CH2:34][CH2:35][CH2:36][C:37]=4[CH:38]=[C:30]3[C:29]2=[O:41])=[N:5][CH:6]=[CH:7][C:8]=1[C:9]1[CH:14]=[C:13]([NH:15][C:16]2[CH:25]=[C:19]3[CH2:20][N:21]([CH3:24])[CH2:22][CH2:23][N:18]3[N:17]=2)[C:12](=[O:26])[N:11]([CH3:27])[CH:10]=1)=[O:2].[BH4-].[Na+]. The catalyst is CO. The product is [OH:2][CH2:1][C:3]1[C:4]([N:28]2[CH:40]=[CH:39][N:31]3[C:32]4[CH2:33][CH2:34][CH2:35][CH2:36][C:37]=4[CH:38]=[C:30]3[C:29]2=[O:41])=[N:5][CH:6]=[CH:7][C:8]=1[C:9]1[CH:14]=[C:13]([NH:15][C:16]2[CH:25]=[C:19]3[CH2:20][N:21]([CH3:24])[CH2:22][CH2:23][N:18]3[N:17]=2)[C:12](=[O:26])[N:11]([CH3:27])[CH:10]=1. The yield is 0.580. (8) The reactants are Br[C:2]1[CH:3]=[C:4]([CH:7]=[CH:8][C:9]=1[CH3:10])[CH:5]=[CH2:6].Cl[P:12]([C:19]1[CH:24]=[CH:23][CH:22]=[CH:21][CH:20]=1)[C:13]1[CH:18]=[CH:17][CH:16]=[CH:15][CH:14]=1.[NH4+].[Cl-]. The catalyst is C1COCC1. The product is [C:19]1([P:12]([C:13]2[CH:14]=[CH:15][CH:16]=[CH:17][CH:18]=2)[C:2]2[CH:3]=[C:4]([CH:7]=[CH:8][C:9]=2[CH3:10])[CH:5]=[CH2:6])[CH:20]=[CH:21][CH:22]=[CH:23][CH:24]=1. The yield is 0.390. (9) The reactants are [Cl:1][C:2]1[CH:3]=[C:4]2[C:12](=[C:13]([NH:15][C:16]([C@H:18]3[N:23]([CH2:24][C:25]([OH:27])=O)[CH2:22][C:21]([CH3:29])([CH3:28])[O:20][CH2:19]3)=[O:17])[CH:14]=1)[NH:11][C:10]1[CH:9]=[N:8][CH:7]=[CH:6][C:5]2=1.[NH2:30][CH2:31][C:32]1[CH:37]=[CH:36][N:35]=[CH:34][CH:33]=1. No catalyst specified. The product is [Cl:1][C:2]1[CH:3]=[C:4]2[C:12](=[C:13]([NH:15][C:16]([C@@H:18]3[CH2:19][O:20][C:21]([CH3:28])([CH3:29])[CH2:22][N:23]3[CH2:24][C:25](=[O:27])[NH:30][CH2:31][C:32]3[CH:37]=[CH:36][N:35]=[CH:34][CH:33]=3)=[O:17])[CH:14]=1)[NH:11][C:10]1[CH:9]=[N:8][CH:7]=[CH:6][C:5]2=1. The yield is 0.530. (10) The reactants are [C:1]([O:5][C:6](=[O:37])[N:7]([CH2:12][C:13]1[N:17]([CH3:18])[C:16]([C:19]2[S:27][C:26]3[C:21](=[N:22][CH:23]=[CH:24][C:25]=3[O:28][C:29]3[CH:34]=[CH:33][C:32]([NH2:35])=[CH:31][C:30]=3[F:36])[CH:20]=2)=[N:15][CH:14]=1)[CH2:8][CH2:9][O:10][CH3:11])([CH3:4])([CH3:3])[CH3:2].[N:38]([CH:41]([CH3:43])[CH3:42])=[C:39]=[O:40].CC(=O)OCC.CCCCCC. The catalyst is CO.CC(=O)OCC. The product is [C:1]([O:5][C:6](=[O:37])[N:7]([CH2:12][C:13]1[N:17]([CH3:18])[C:16]([C:19]2[S:27][C:26]3[C:21](=[N:22][CH:23]=[CH:24][C:25]=3[O:28][C:29]3[CH:34]=[CH:33][C:32]([NH:35][C:39]([NH:38][CH:41]([CH3:43])[CH3:42])=[O:40])=[CH:31][C:30]=3[F:36])[CH:20]=2)=[N:15][CH:14]=1)[CH2:8][CH2:9][O:10][CH3:11])([CH3:4])([CH3:2])[CH3:3]. The yield is 0.646.